This data is from Catalyst prediction with 721,799 reactions and 888 catalyst types from USPTO. The task is: Predict which catalyst facilitates the given reaction. (1) Reactant: C([N:8]1[CH2:13][CH2:12][C:11]2[O:14][C:15]([C:17]3[CH:22]=[CH:21][C:20]([O:23]CC4C=CC=CC=4)=[CH:19][CH:18]=3)=[N:16][C:10]=2[CH2:9]1)C1C=CC=CC=1.C(OCC)(=O)C. Product: [O:14]1[C:11]2[CH2:12][CH2:13][NH:8][CH2:9][C:10]=2[N:16]=[C:15]1[C:17]1[CH:22]=[CH:21][C:20]([OH:23])=[CH:19][CH:18]=1. The catalyst class is: 15. (2) Product: [CH3:1][O:2][CH2:3][O:4][C@@H:5]1[CH2:10][CH2:9][CH2:8][C@H:7]([CH2:11][OH:12])[CH2:6]1. The catalyst class is: 757. Reactant: [CH3:1][O:2][CH2:3][O:4][C@@H:5]1[CH2:10][CH2:9][CH2:8][C@H:7]([C:11](OC)=[O:12])[CH2:6]1.[H-].[H-].[H-].[H-].[Li+].[Al+3].[OH-].[Na+].[O-]S([O-])(=O)=O.[Mg+2]. (3) Reactant: [F:1][C:2]1[CH:3]=[CH:4][C:5]([OH:26])=[C:6]([C@H:8]2[CH2:12][CH:11]([OH:13])[CH2:10][N:9]2[C:14]2[CH:19]=[CH:18][N:17]3[N:20]=[CH:21][C:22]([C:23](O)=[O:24])=[C:16]3[N:15]=2)[CH:7]=1.CN(C(ON1N=NC2C=CC=NC1=2)=[N+](C)C)C.F[P-](F)(F)(F)(F)F.Cl.[NH2:52][CH2:53][C@H:54]([OH:57])[CH2:55][Cl:56].C(N(CC)C(C)C)(C)C. Product: [Cl:56][CH2:55][C@@H:54]([OH:57])[CH2:53][NH:52][C:23]([C:22]1[CH:21]=[N:20][N:17]2[CH:18]=[CH:19][C:14]([N:9]3[CH2:10][CH:11]([OH:13])[CH2:12][C@@H:8]3[C:6]3[CH:7]=[C:2]([F:1])[CH:3]=[CH:4][C:5]=3[OH:26])=[N:15][C:16]=12)=[O:24]. The catalyst class is: 31. (4) Reactant: [CH3:1][C:2]1([CH2:8][N:9]2[CH:13]=[C:12]([C:14]3[CH:19]=[CH:18][C:17]([NH:20][C:21]([CH:23]4[CH2:26][N:25]([C:27]5[N:28]=[N:29][C:30]([CH3:33])=[CH:31][CH:32]=5)[CH2:24]4)=[O:22])=[CH:16][CH:15]=3)[CH:11]=[N:10]2)[CH2:7][CH2:6][NH:5][CH2:4][CH2:3]1.[O:34]1[CH2:37][C:36](=O)[CH2:35]1.C([BH3-])#N.[Na+]. Product: [CH3:1][C:2]1([CH2:8][N:9]2[CH:13]=[C:12]([C:14]3[CH:15]=[CH:16][C:17]([NH:20][C:21]([CH:23]4[CH2:26][N:25]([C:27]5[N:28]=[N:29][C:30]([CH3:33])=[CH:31][CH:32]=5)[CH2:24]4)=[O:22])=[CH:18][CH:19]=3)[CH:11]=[N:10]2)[CH2:7][CH2:6][N:5]([CH:36]2[CH2:37][O:34][CH2:35]2)[CH2:4][CH2:3]1. The catalyst class is: 5. (5) Reactant: [NH2:1][C:2]1[CH:7]=[C:6]([C:8]2[S:9][CH:10]=[CH:11][CH:12]=2)[CH:5]=[CH:4][C:3]=1[NH:13]C(=O)OC(C)(C)C.[S:21]([C:25]1[CH:33]=[CH:32][C:28]([C:29](O)=[O:30])=[CH:27][CH:26]=1)(=[O:24])(=[O:23])[NH2:22].CN(C(ON1N=NC2C=CC=NC1=2)=[N+](C)C)C.F[P-](F)(F)(F)(F)F.CCN(C(C)C)C(C)C. Product: [NH2:13][C:3]1[CH:4]=[CH:5][C:6]([C:8]2[S:9][CH:10]=[CH:11][CH:12]=2)=[CH:7][C:2]=1[NH:1][C:29](=[O:30])[C:28]1[CH:32]=[CH:33][C:25]([S:21](=[O:24])(=[O:23])[NH2:22])=[CH:26][CH:27]=1. The catalyst class is: 3. (6) Reactant: C([Si](C(C)C)(C(C)C)[S:5][C:6]1[CH:11]=[C:10]([O:12][CH3:13])[C:9]([O:14][CH3:15])=[C:8]([O:16][CH3:17])[CH:7]=1)(C)C.[F-].[Cs+].Br[CH2:27][CH2:28][CH2:29][C:30]([O:32][CH2:33][CH3:34])=[O:31]. Product: [CH3:13][O:12][C:10]1[CH:11]=[C:6]([S:5][CH2:27][CH2:28][CH2:29][C:30]([O:32][CH2:33][CH3:34])=[O:31])[CH:7]=[C:8]([O:16][CH3:17])[C:9]=1[O:14][CH3:15]. The catalyst class is: 9. (7) Reactant: [F:1][C:2]([F:7])([F:6])[C:3]([OH:5])=[O:4].[CH2:8]([N:15](C)[CH2:16][C:17](=[C:19]1[CH2:24][CH2:23][N:22]([C:25]2[C:34]([O:35][CH3:36])=[C:33]3[C:28]([C:29](=[O:43])[C:30]([C:40]([OH:42])=[O:41])=[CH:31][N:32]3[CH:37]3[CH2:39][CH2:38]3)=[CH:27][C:26]=2[F:44])[CH2:21][CH2:20]1)[Cl:18])C1C=CC=CC=1.ClC(OC(Cl)C)=O. Product: [F:1][C:2]([F:7])([F:6])[C:3]([OH:5])=[O:4].[Cl:18][C:17](=[C:19]1[CH2:24][CH2:23][N:22]([C:25]2[C:34]([O:35][CH3:36])=[C:33]3[C:28]([C:29](=[O:43])[C:30]([C:40]([OH:42])=[O:41])=[CH:31][N:32]3[CH:37]3[CH2:39][CH2:38]3)=[CH:27][C:26]=2[F:44])[CH2:21][CH2:20]1)[CH2:16][NH:15][CH3:8]. The catalyst class is: 26. (8) Reactant: [N:1]([CH2:8][CH2:9][OH:10])([CH2:5][CH2:6][OH:7])[CH2:2][CH2:3][OH:4].[CH2:11]1[CH2:18][O:17][S:14](=[O:16])(=[O:15])[CH2:13][CH2:12]1. Product: [OH:4][CH2:3][CH2:2][N+:1]([CH2:8][CH2:9][OH:10])([CH2:5][CH2:6][OH:7])[CH2:18][CH2:11][CH2:12][CH2:13][S:14]([O-:17])(=[O:16])=[O:15]. The catalyst class is: 4. (9) Reactant: [N+:1]([C:4]1[C:14]([N+:15]([O-:17])=[O:16])=[CH:13][C:12]2[CH:11]3[CH2:18][CH:7]([CH2:8][N:9](C(=O)C(F)(F)F)[CH2:10]3)[C:6]=2[CH:5]=1)([O-:3])=[O:2].C([O-])([O-])=O.[Na+].[Na+].O.CO.C(Cl)Cl. Product: [N+:15]([C:14]1[C:4]([N+:1]([O-:3])=[O:2])=[CH:5][C:6]2[CH:7]3[CH2:18][CH:11]([CH2:10][NH:9][CH2:8]3)[C:12]=2[CH:13]=1)([O-:17])=[O:16]. The catalyst class is: 5. (10) Product: [N:17]1[CH:22]=[CH:21][CH:20]=[CH:19][C:18]=1[C@@H:23]1[NH:3][CH:4]([C:7]([OH:9])=[O:8])[CH2:5][S:6]1. Reactant: O.Cl.[NH2:3][C@H:4]([C:7]([OH:9])=[O:8])[CH2:5][SH:6].C([O-])(=O)C.[K+].CO.[N:17]1[CH:22]=[CH:21][CH:20]=[CH:19][C:18]=1[CH:23]=O. The catalyst class is: 6.